This data is from Full USPTO retrosynthesis dataset with 1.9M reactions from patents (1976-2016). The task is: Predict the reactants needed to synthesize the given product. (1) Given the product [CH2:37]([O:34][CH:18]([C:19]1[S:20][C:21]([C:24]2[CH:25]=[CH:26][C:27]([C:30]([F:31])([F:32])[F:33])=[CH:28][CH:29]=2)=[CH:22][CH:23]=1)[CH2:17][CH2:16][C:13]1[CH:12]=[CH:11][C:3]([O:4][C:5]([CH3:9])([CH3:10])[C:6]([OH:8])=[O:7])=[C:2]([Cl:1])[C:14]=1[Cl:15])[C:38]1[CH:43]=[CH:42][CH:41]=[CH:40][CH:39]=1, predict the reactants needed to synthesize it. The reactants are: [Cl:1][C:2]1[C:14]([Cl:15])=[C:13]([CH2:16][CH2:17][CH:18]([OH:34])[C:19]2[S:20][C:21]([C:24]3[CH:29]=[CH:28][C:27]([C:30]([F:33])([F:32])[F:31])=[CH:26][CH:25]=3)=[CH:22][CH:23]=2)[CH:12]=[CH:11][C:3]=1[O:4][C:5]([CH3:10])([CH3:9])[C:6]([OH:8])=[O:7].[H-].[Na+].[CH2:37](Br)[C:38]1[CH:43]=[CH:42][CH:41]=[CH:40][CH:39]=1. (2) Given the product [C:1]([O:5][C:6](=[O:14])[NH:7][C:8]1[C:12]([CH3:15])=[C:11]([CH3:13])[O:10][N:9]=1)([CH3:4])([CH3:3])[CH3:2], predict the reactants needed to synthesize it. The reactants are: [C:1]([O:5][C:6](=[O:14])[NH:7][C:8]1[CH:12]=[C:11]([CH3:13])[O:10][N:9]=1)([CH3:4])([CH3:3])[CH3:2].[CH3:15]N(C)CCN(C)C.C([Li])CCC.CI.